Dataset: HIV replication inhibition screening data with 41,000+ compounds from the AIDS Antiviral Screen. Task: Binary Classification. Given a drug SMILES string, predict its activity (active/inactive) in a high-throughput screening assay against a specified biological target. (1) The molecule is O=C1OC(c2ccccc2)=NC1=Cc1c(O)ccc2ccccc12. The result is 0 (inactive). (2) The compound is CCOC(=O)C1=NN(c2ccc(C)cc2)C2=CC(C)=NN(C)C(=S)N21. The result is 0 (inactive). (3) The molecule is O=C1C(N=Nc2ccc([N+](=O)[O-])cc2)Sc2nc3ccccc3n21. The result is 0 (inactive). (4) The compound is N#Cc1nc(CCC(c2nc(C#N)c(N)o2)N2C(=O)c3ccccc3C2=O)oc1N. The result is 0 (inactive). (5) The result is 0 (inactive). The compound is CCCCC1(c2sccc2C(O)(C(F)F)C(F)(F)F)NC(C)(C)CO1. (6) The compound is CCCCCCCCCCCC[N+](CCCCCCCCCCCC)=C1SCCS1. The result is 0 (inactive). (7) The molecule is Oc1ccccc1C=Nc1ccccc1S. The result is 0 (inactive).